From a dataset of Forward reaction prediction with 1.9M reactions from USPTO patents (1976-2016). Predict the product of the given reaction. (1) Given the reactants CN(C)C=O.[Cl:6][CH:7](Cl)[CH3:8].C(Cl)(=O)C(Cl)=O.[N:16]1[C:21]2[CH:22]=[CH:23][S:24]C=2C(=O)[NH:18][CH:17]=1, predict the reaction product. The product is: [Cl:6][C:7]1[C:8]2[S:24][CH:23]=[CH:22][C:21]=2[N:16]=[CH:17][N:18]=1. (2) Given the reactants [OH:1][CH2:2][CH2:3][NH:4][C:5]([C:7]1[CH:8]=[CH:9][CH:10]=[C:11]2[O:15][C:14]([NH:16][CH:17]3[CH2:22][CH2:21][NH:20][CH2:19][CH2:18]3)=[N:13][C:12]=12)=[O:6].[CH2:23]([O:25][C:26]1[CH:27]=[C:28]([CH:31]=[C:32]([O:39][CH2:40][CH3:41])[C:33]=1[N:34]1[CH:38]=[CH:37][CH:36]=[CH:35]1)[CH:29]=O)[CH3:24].C([BH3-])#N.[Na+].C(N(C(C)C)C(C)C)C, predict the reaction product. The product is: [OH:1][CH2:2][CH2:3][NH:4][C:5]([C:7]1[CH:8]=[CH:9][CH:10]=[C:11]2[O:15][C:14]([NH:16][CH:17]3[CH2:22][CH2:21][N:20]([CH2:29][C:28]4[CH:31]=[C:32]([O:39][CH2:40][CH3:41])[C:33]([N:34]5[CH:38]=[CH:37][CH:36]=[CH:35]5)=[C:26]([O:25][CH2:23][CH3:24])[CH:27]=4)[CH2:19][CH2:18]3)=[N:13][C:12]=12)=[O:6]. (3) Given the reactants [BH4-].[Na+].[C:3]([O:7][C:8]([N:10]1[CH2:15][CH2:14][C:13]([C:18]2[CH:23]=[CH:22][C:21]([Cl:24])=[CH:20][CH:19]=2)([CH:16]=[O:17])[CH2:12][CH2:11]1)=[O:9])([CH3:6])([CH3:5])[CH3:4], predict the reaction product. The product is: [C:3]([O:7][C:8]([N:10]1[CH2:11][CH2:12][C:13]([C:18]2[CH:23]=[CH:22][C:21]([Cl:24])=[CH:20][CH:19]=2)([CH2:16][OH:17])[CH2:14][CH2:15]1)=[O:9])([CH3:6])([CH3:4])[CH3:5].